This data is from Full USPTO retrosynthesis dataset with 1.9M reactions from patents (1976-2016). The task is: Predict the reactants needed to synthesize the given product. (1) Given the product [Cl:12][C:13]1[CH:14]=[C:15]2[C:19](=[C:20]([C:29]([OH:31])=[O:30])[C:21]=1[F:22])[NH:18][CH:17]=[CH:16]2, predict the reactants needed to synthesize it. The reactants are: C([Li])CCC.CCCCCC.[Cl:12][C:13]1[CH:14]=[C:15]2[C:19](=[CH:20][C:21]=1[F:22])[NH:18][CH:17]=[CH:16]2.CC([O-])(C)C.[K+].[C:29](=[O:31])=[O:30]. (2) Given the product [CH2:1]([N:8]1[CH2:13][CH2:12][C:11]2([C:14]3[CH:15]=[N:16][CH:17]=[CH:18][C:19]=3[CH2:20][O:22]2)[CH2:10][CH2:9]1)[C:2]1[CH:3]=[CH:4][CH:5]=[CH:6][CH:7]=1, predict the reactants needed to synthesize it. The reactants are: [CH2:1]([N:8]1[CH2:13][CH2:12][C:11]([OH:22])([C:14]2[CH:15]=[N:16][CH:17]=[CH:18][C:19]=2[CH2:20]O)[CH2:10][CH2:9]1)[C:2]1[CH:7]=[CH:6][CH:5]=[CH:4][CH:3]=1.C(N(CC)CC)C.CS(Cl)(=O)=O. (3) Given the product [Br:1][C:2]1[CH:11]=[CH:10][C:9]2[N:8]=[CH:7][C:6]3[N:12]([S:42]([C:36]4[CH:37]=[CH:38][C:39]([F:41])=[CH:40][C:35]=4[F:34])(=[O:44])=[O:43])[C:13](=[O:26])[N:14]([C:15]4[CH:20]=[CH:19][C:18]([C:21]([CH3:24])([CH3:25])[C:22]#[N:23])=[CH:17][CH:16]=4)[C:5]=3[C:4]=2[CH:3]=1, predict the reactants needed to synthesize it. The reactants are: [Br:1][C:2]1[CH:11]=[CH:10][C:9]2[N:8]=[CH:7][C:6]3[NH:12][C:13](=[O:26])[N:14]([C:15]4[CH:20]=[CH:19][C:18]([C:21]([CH3:25])([CH3:24])[C:22]#[N:23])=[CH:17][CH:16]=4)[C:5]=3[C:4]=2[CH:3]=1.C(N(CC)CC)C.[F:34][C:35]1[CH:40]=[C:39]([F:41])[CH:38]=[CH:37][C:36]=1[S:42](Cl)(=[O:44])=[O:43].O.